This data is from hERG potassium channel inhibition data for cardiac toxicity prediction from Karim et al.. The task is: Regression/Classification. Given a drug SMILES string, predict its toxicity properties. Task type varies by dataset: regression for continuous values (e.g., LD50, hERG inhibition percentage) or binary classification for toxic/non-toxic outcomes (e.g., AMES mutagenicity, cardiotoxicity, hepatotoxicity). Dataset: herg_karim. (1) The molecule is C=CCn1nc(NCC(=O)NC2CN(C3CCC(C(=O)OCC)CC3)C2)c2cc(C(F)(F)F)ccc21. The result is 1 (blocker). (2) The molecule is CC(C)N(C)[C@@H]1CC[C@H](N2CC[C@H](NC(=O)c3cc(F)cc(C(F)(F)F)c3)C2=O)[C@H](CS(=O)(=O)C(C)(C)C)C1. The result is 0 (non-blocker). (3) The compound is Cc1cc(CNN2CCN(C(C)C)CC2)cnc1-c1ccc(C(=O)Nc2ccccc2N)cc1. The result is 0 (non-blocker). (4) The molecule is Cc1c([C@@H]2CN3CCN(C(=O)Cc4ccc(-n5cnnn5)nc4)C[C@H]3CO2)ccc2c1COC2=O. The result is 0 (non-blocker). (5) The compound is O=C(Cc1ccc(Cl)cc1)NC(Cc1ccc(Cl)cc1)C(=O)NC1CC2CCC(C1)N2. The result is 1 (blocker).